From a dataset of Forward reaction prediction with 1.9M reactions from USPTO patents (1976-2016). Predict the product of the given reaction. (1) The product is: [CH3:22][O:23][C:24](=[O:33])[C:25]1[CH:30]=[CH:29][C:28]([Cl:31])=[C:27]([NH:32][C:19]([C:13]2[C:14](=[O:18])[NH:15][C:16]3[C:11]([CH:12]=2)=[CH:10][N:9]=[C:8]([N:5]2[CH2:4][CH2:3][N:2]([CH3:1])[CH2:7][CH2:6]2)[CH:17]=3)=[O:20])[CH:26]=1. Given the reactants [CH3:1][N:2]1[CH2:7][CH2:6][N:5]([C:8]2[CH:17]=[C:16]3[C:11]([CH:12]=[C:13]([C:19](O)=[O:20])[C:14](=[O:18])[NH:15]3)=[CH:10][N:9]=2)[CH2:4][CH2:3]1.[CH3:22][O:23][C:24](=[O:33])[C:25]1[CH:30]=[CH:29][C:28]([Cl:31])=[C:27]([NH2:32])[CH:26]=1, predict the reaction product. (2) Given the reactants Cl[C:2]1[NH:3][C:4]2[CH:10]=[C:9]([Cl:11])[C:8]([C:12]([F:15])([F:14])[F:13])=[CH:7][C:5]=2[N:6]=1.Cl.[Cl:17][C:18]1[C:19]([N:24]2[CH2:29][CH2:28][NH:27][CH2:26][CH2:25]2)=[N:20][CH:21]=[CH:22][CH:23]=1, predict the reaction product. The product is: [Cl:11][C:9]1[C:8]([C:12]([F:15])([F:14])[F:13])=[CH:7][C:5]2[NH:6][C:2]([N:27]3[CH2:28][CH2:29][N:24]([C:19]4[C:18]([Cl:17])=[CH:23][CH:22]=[CH:21][N:20]=4)[CH2:25][CH2:26]3)=[N:3][C:4]=2[CH:10]=1. (3) Given the reactants C[O:2][C:3](=O)[C:4]1[CH:9]=[C:8]([O:10][Si:11]([C:14]([CH3:17])([CH3:16])[CH3:15])([CH3:13])[CH3:12])[CH:7]=[CH:6][C:5]=1[O:18][CH2:19][CH:20]([CH3:22])[CH3:21].CC(C[AlH]CC(C)C)C.[C@H](O)(C([O-])=O)[C@@H](O)C([O-])=O.[Na+].[K+].Cl, predict the reaction product. The product is: [C:14]([Si:11]([CH3:12])([CH3:13])[O:10][C:8]1[CH:7]=[CH:6][C:5]([O:18][CH2:19][CH:20]([CH3:21])[CH3:22])=[C:4]([CH2:3][OH:2])[CH:9]=1)([CH3:16])([CH3:17])[CH3:15]. (4) Given the reactants [Br:1][C:2]1[CH:3]=[C:4]2[C:8](=[CH:9][CH:10]=1)[NH:7][C:6](=[O:11])[CH2:5]2.[CH3:12][N:13]([CH3:28])[CH2:14][CH2:15][O:16][C:17]1[CH:18]=[C:19]2[C:23](=[CH:24][CH:25]=1)[NH:22][C:21]([CH:26]=O)=[CH:20]2.N1CCCCC1, predict the reaction product. The product is: [Br:1][C:2]1[CH:3]=[C:4]2[C:8](=[CH:9][CH:10]=1)[NH:7][C:6](=[O:11])[C:5]2=[CH:26][C:21]1[NH:22][C:23]2[C:19]([CH:20]=1)=[CH:18][C:17]([O:16][CH2:15][CH2:14][N:13]([CH3:12])[CH3:28])=[CH:25][CH:24]=2.